Predict the reaction yield, written as a fraction of the theoretical maximum amount of product (1.0 means a 100% yield; for example, 0.34 means a 34% yield). From a dataset of Reaction yield outcomes from USPTO patents with 853,638 reactions. The reactants are CO.[NH2:3][C:4]1[C:9]([C:10]2[O:14][N:13]=[C:12]([CH2:15][C:16]3[CH:21]=[CH:20][C:19]([OH:22])=[CH:18][CH:17]=3)[CH:11]=2)=[CH:8][CH:7]=[C:6]([NH2:23])[N:5]=1.[OH-].[Na+].Br[CH2:27][C:28]1[CH:29]=[C:30]([CH:33]=[CH:34][CH:35]=1)[C:31]#[N:32]. The catalyst is CN(C)C=O. The product is [NH2:3][C:4]1[C:9]([C:10]2[O:14][N:13]=[C:12]([CH2:15][C:16]3[CH:21]=[CH:20][C:19]([O:22][CH2:27][C:28]4[CH:29]=[C:30]([CH:33]=[CH:34][CH:35]=4)[C:31]#[N:32])=[CH:18][CH:17]=3)[CH:11]=2)=[CH:8][CH:7]=[C:6]([NH2:23])[N:5]=1. The yield is 0.170.